This data is from Full USPTO retrosynthesis dataset with 1.9M reactions from patents (1976-2016). The task is: Predict the reactants needed to synthesize the given product. (1) Given the product [C:1]([C:5]1[CH:15]=[CH:14][CH:13]=[CH:12][C:6]=1[O:7][CH:8]1[CH2:9][N:10]([C:23]([C:24]2[CH:29]=[CH:28][CH:27]=[CH:26][CH:25]=2)=[O:30])[CH2:11]1)([CH3:4])([CH3:2])[CH3:3], predict the reactants needed to synthesize it. The reactants are: [C:1]([C:5]1[CH:15]=[CH:14][CH:13]=[CH:12][C:6]=1[O:7][CH:8]1[CH2:11][NH:10][CH2:9]1)([CH3:4])([CH3:3])[CH3:2].C(N(CC)CC)C.[C:23](Cl)(=[O:30])[C:24]1[CH:29]=[CH:28][CH:27]=[CH:26][CH:25]=1. (2) The reactants are: Br[C:2]1[C:7]([C:8]2[CH:13]=[CH:12][C:11]([F:14])=[CH:10][CH:9]=2)=[C:6]([F:15])[C:5]([O:16][CH:17]([CH3:19])[CH3:18])=[C:4]([CH:20]=[O:21])[CH:3]=1.[CH:22]1(B(O)O)[CH2:24][CH2:23]1.C(=O)([O-])[O-].[Na+].[Na+].C1(P(C2CCCCC2)C2C=CC=CC=2C2C(OC)=CC=CC=2OC)CCCCC1. Given the product [CH:22]1([C:2]2[C:7]([C:8]3[CH:13]=[CH:12][C:11]([F:14])=[CH:10][CH:9]=3)=[C:6]([F:15])[C:5]([O:16][CH:17]([CH3:19])[CH3:18])=[C:4]([CH:20]=[O:21])[CH:3]=2)[CH2:24][CH2:23]1, predict the reactants needed to synthesize it. (3) Given the product [CH:1]12[CH2:10][CH:5]3[CH2:6][CH:7]([CH2:9][CH:3]([CH2:4]3)[CH:2]1[NH:11][C:12]([C:14]1[CH:15]=[N:16][N:17]([CH3:20])[C:18]=1[N:21]1[CH2:27][CH2:26][CH2:25][CH2:24][CH2:23][CH2:22]1)=[O:13])[CH2:8]2, predict the reactants needed to synthesize it. The reactants are: [CH:1]12[CH2:10][CH:5]3[CH2:6][CH:7]([CH2:9][CH:3]([CH2:4]3)[CH:2]1[NH:11][C:12]([C:14]1[CH:15]=[N:16][N:17]([CH3:20])[C:18]=1Cl)=[O:13])[CH2:8]2.[NH:21]1[CH2:27][CH2:26][CH2:25][CH2:24][CH2:23][CH2:22]1. (4) Given the product [CH:21]([C:22]1[CH:30]=[CH:29][C:27]([O:28][CH2:2][C:3]2[N:4]=[C:5]([N:9]3[CH2:14][CH2:13][CH:12]([C:15]([O:17][CH2:18][CH3:19])=[O:16])[CH2:11][CH2:10]3)[S:6][C:7]=2[CH3:8])=[C:24]([O:25][CH3:26])[CH:23]=1)=[O:20], predict the reactants needed to synthesize it. The reactants are: Cl[CH2:2][C:3]1[N:4]=[C:5]([N:9]2[CH2:14][CH2:13][CH:12]([C:15]([O:17][CH2:18][CH3:19])=[O:16])[CH2:11][CH2:10]2)[S:6][C:7]=1[CH3:8].[O:20]=[CH:21][C:22]1[CH:30]=[CH:29][C:27]([OH:28])=[C:24]([O:25][CH3:26])[CH:23]=1.C(=O)([O-])[O-].[K+].[K+].CN(C)C=O. (5) Given the product [CH3:42][CH:43]([CH2:46][CH3:47])[CH2:44][NH:45][C:1](=[O:11])/[CH:2]=[CH:3]\[CH2:4][CH2:5][C:6]#[C:7][C:8]#[CH:9], predict the reactants needed to synthesize it. The reactants are: [C:1]([OH:11])(=O)/[CH:2]=[CH:3]\[CH2:4][CH2:5][C:6]#[C:7][C:8]#[CH:9].CCN(CC)CC.Cl.C(N=C=NCCCN(C)C)C.O.N1(O)C2C=CC=CC=2N=N1.[CH3:42][CH:43]([CH2:46][CH3:47])[CH2:44][NH2:45]. (6) Given the product [CH:15]1[C:24]2[C:19](=[CH:20][CH:21]=[CH:22][CH:23]=2)[CH:18]=[CH:17][C:16]=1[S:25]([N:12]1[CH2:13][CH2:14][CH:9]([C:7]([C:3]2[O:2][CH:6]=[CH:5][N:4]=2)=[O:8])[CH2:10][CH2:11]1)(=[O:26])=[O:27], predict the reactants needed to synthesize it. The reactants are: Cl.[O:2]1[CH:6]=[CH:5][N:4]=[C:3]1[C:7]([CH:9]1[CH2:14][CH2:13][NH:12][CH2:11][CH2:10]1)=[O:8].[CH:15]1[C:24]2[C:19](=[CH:20][CH:21]=[CH:22][CH:23]=2)[CH:18]=[CH:17][C:16]=1[S:25](Cl)(=[O:27])=[O:26].CCN(CC)CC.